Dataset: Peptide-MHC class I binding affinity with 185,985 pairs from IEDB/IMGT. Task: Regression. Given a peptide amino acid sequence and an MHC pseudo amino acid sequence, predict their binding affinity value. This is MHC class I binding data. (1) The binding affinity (normalized) is 0. The peptide sequence is SEIEPEPEPT. The MHC is HLA-B18:01 with pseudo-sequence HLA-B18:01. (2) The MHC is HLA-A01:01 with pseudo-sequence HLA-A01:01. The binding affinity (normalized) is 0.189. The peptide sequence is YVADALAAF. (3) The peptide sequence is ITNPFFYQM. The MHC is HLA-B39:01 with pseudo-sequence HLA-B39:01. The binding affinity (normalized) is 0.0847. (4) The peptide sequence is DMMSLNLTIV. The MHC is HLA-A02:01 with pseudo-sequence HLA-A02:01. The binding affinity (normalized) is 0.265. (5) The peptide sequence is FDYFLVEI. The MHC is Mamu-A11 with pseudo-sequence Mamu-A11. The binding affinity (normalized) is 0.831. (6) The peptide sequence is SSKSPAEGANF. The binding affinity (normalized) is 0.500. The MHC is Mamu-A02 with pseudo-sequence Mamu-A02.